This data is from Catalyst prediction with 721,799 reactions and 888 catalyst types from USPTO. The task is: Predict which catalyst facilitates the given reaction. Product: [Cl:39][C:22]1[C:23]([C:25]2[CH:30]=[CH:29][CH:28]=[C:27]([NH:31][CH2:32][CH:33]3[CH2:38][CH2:37][O:36][CH2:35][CH2:34]3)[N:26]=2)=[CH:24][C:19]([NH:18][C:17]([C@H:15]2[CH2:14][CH2:13][C@H:12]([CH3:41])[NH:11][CH2:16]2)=[O:40])=[N:20][CH:21]=1. The catalyst class is: 123. Reactant: C(OC([N:11]1[CH2:16][C@@H:15]([C:17](=[O:40])[NH:18][C:19]2[CH:24]=[C:23]([C:25]3[CH:30]=[CH:29][CH:28]=[C:27]([NH:31][CH2:32][CH:33]4[CH2:38][CH2:37][O:36][CH2:35][CH2:34]4)[N:26]=3)[C:22]([Cl:39])=[CH:21][N:20]=2)[CH2:14][CH2:13][C@@H:12]1[CH3:41])=O)C1C=CC=CC=1.